Dataset: Reaction yield outcomes from USPTO patents with 853,638 reactions. Task: Predict the reaction yield, written as a fraction of the theoretical maximum amount of product (1.0 means a 100% yield; for example, 0.34 means a 34% yield). (1) The reactants are Br[C:2]1[CH:7]=[CH:6][CH:5]=[CH:4][C:3]=1[C:8]1[CH:13]=[C:12]([C:14]2[CH:19]=[CH:18][CH:17]=[CH:16][C:15]=2Br)[CH:11]=[C:10]([C:21]2[CH:26]=[CH:25][CH:24]=[CH:23][C:22]=2Br)[CH:9]=1.[CH2:28]=[CH:29][C:30]1[CH:35]=[CH:34][CH:33]=[CH:32][CH:31]=1.C([O-])([O-])=O.[K+].[K+].[Cl-].[K+]. The catalyst is C1C=CC(/C=C/C(/C=C/C2C=CC=CC=2)=O)=CC=1.C1C=CC(/C=C/C(/C=C/C2C=CC=CC=2)=O)=CC=1.C1C=CC(/C=C/C(/C=C/C2C=CC=CC=2)=O)=CC=1.[Pd].[Pd]. The product is [C:2]1([CH:9]=[CH:8][C:3]2[CH:4]=[CH:5][CH:6]=[CH:7][CH:2]=2)[CH:7]=[CH:6][CH:5]=[CH:4][C:3]=1[C:8]1[CH:13]=[C:12]([C:14]2[CH:19]=[CH:18][CH:17]=[CH:16][C:15]=2[CH:28]=[CH:29][C:30]2[CH:35]=[CH:34][CH:33]=[CH:32][CH:31]=2)[CH:11]=[C:10]([C:21]2[CH:26]=[CH:25][CH:24]=[CH:23][C:22]=2[CH:11]=[CH:12][C:14]2[CH:19]=[CH:18][CH:17]=[CH:16][CH:15]=2)[CH:9]=1. The yield is 0.540. (2) The reactants are [N:1]1[CH:6]=[CH:5][CH:4]=[C:3]([CH2:7][NH:8][C:9]([C:11]2[N:20]3[C:14]([CH2:15][N:16]([C:25]([C:27]4[CH:32]=[CH:31][C:30]([C:33]5[CH:38]=[CH:37][CH:36]=[CH:35][C:34]=5[CH2:39][C:40]([OH:42])=O)=[CH:29][CH:28]=4)=[O:26])[C:17]4[CH:24]=[CH:23][CH:22]=[CH:21][C:18]=4[CH2:19]3)=[CH:13][CH:12]=2)=[O:10])[CH:2]=1.[CH3:43][NH:44]C.CN. No catalyst specified. The product is [CH3:43][NH:44][C:40](=[O:42])[CH2:39][C:34]1[CH:35]=[CH:36][CH:37]=[CH:38][C:33]=1[C:30]1[CH:29]=[CH:28][C:27]([C:25]([N:16]2[C:17]3[CH:24]=[CH:23][CH:22]=[CH:21][C:18]=3[CH2:19][N:20]3[C:11]([C:9]([NH:8][CH2:7][C:3]4[CH:2]=[N:1][CH:6]=[CH:5][CH:4]=4)=[O:10])=[CH:12][CH:13]=[C:14]3[CH2:15]2)=[O:26])=[CH:32][CH:31]=1. The yield is 0.610.